From a dataset of CYP3A4 inhibition data for predicting drug metabolism from PubChem BioAssay. Regression/Classification. Given a drug SMILES string, predict its absorption, distribution, metabolism, or excretion properties. Task type varies by dataset: regression for continuous measurements (e.g., permeability, clearance, half-life) or binary classification for categorical outcomes (e.g., BBB penetration, CYP inhibition). Dataset: cyp3a4_veith. The compound is COc1cccc(Cn2c(=O)c(-c3ccc(Cl)cc3)nc3cnc(N(C)C)nc32)c1. The result is 0 (non-inhibitor).